Dataset: Reaction yield outcomes from USPTO patents with 853,638 reactions. Task: Predict the reaction yield, written as a fraction of the theoretical maximum amount of product (1.0 means a 100% yield; for example, 0.34 means a 34% yield). (1) The reactants are [CH:1]([C:3]1[O:7][C:6]([C:8]([OH:10])=[O:9])=[CH:5][CH:4]=1)=O.Cl.[NH2:12]O.C(OC(=O)C)(=O)C. The catalyst is N1C=CC=CC=1. The product is [C:1]([C:3]1[O:7][C:6]([C:8]([OH:10])=[O:9])=[CH:5][CH:4]=1)#[N:12]. The yield is 0.760. (2) The reactants are [H-].[Na+].[F:3][C:4]1[CH:9]=[CH:8][C:7]([OH:10])=[CH:6][CH:5]=1.[Cl:11][C:12]1[CH:28]=[C:27]([S:29]([CH3:32])(=[O:31])=[O:30])[CH:26]=[CH:25][C:13]=1[CH2:14][NH:15][C:16](=[O:24])[C:17]1[CH:22]=[CH:21][C:20](F)=[N:19][CH:18]=1. The catalyst is CN(C)C(=O)C. The product is [Cl:11][C:12]1[CH:28]=[C:27]([S:29]([CH3:32])(=[O:31])=[O:30])[CH:26]=[CH:25][C:13]=1[CH2:14][NH:15][C:16](=[O:24])[C:17]1[CH:22]=[CH:21][C:20]([O:10][C:7]2[CH:8]=[CH:9][C:4]([F:3])=[CH:5][CH:6]=2)=[N:19][CH:18]=1. The yield is 0.258. (3) The reactants are Br[CH2:2][C:3]1[CH:27]=[CH:26][C:6]([CH2:7][O:8][Si:9]([C:22]([CH3:25])([CH3:24])[CH3:23])([C:16]2[CH:21]=[CH:20][CH:19]=[CH:18][CH:17]=2)[C:10]2[CH:15]=[CH:14][CH:13]=[CH:12][CH:11]=2)=[C:5]([CH3:28])[CH:4]=1.C([Li])(CC)C.C(N1CCCCC1)=[O:35]. The catalyst is O1CCCC1. The product is [Si:9]([O:8][CH2:7][C:6]1[CH:26]=[CH:27][C:3]([CH:2]=[O:35])=[CH:4][C:5]=1[CH3:28])([C:22]([CH3:25])([CH3:24])[CH3:23])([C:10]1[CH:11]=[CH:12][CH:13]=[CH:14][CH:15]=1)[C:16]1[CH:17]=[CH:18][CH:19]=[CH:20][CH:21]=1. The yield is 0.460. (4) The reactants are [CH3:1][O:2][C:3]([C:5]12[CH2:14][CH:9]3[CH2:10][CH:11]([CH2:13][CH:7]([C:8]3=O)[CH2:6]1)[CH2:12]2)=[O:4].[BH4-].[Na+].[NH3:18]. No catalyst specified. The product is [CH3:1][O:2][C:3]([C:5]12[CH2:14][CH:9]3[CH2:10][CH:11]([CH2:13][CH:7]([CH:8]3[NH2:18])[CH2:6]1)[CH2:12]2)=[O:4]. The yield is 0.730. (5) The reactants are [N:1]1([CH2:7][CH2:8][CH2:9][CH2:10][O:11][C:12]2[CH:17]=[CH:16][C:15]([NH2:18])=[CH:14][CH:13]=2)[CH2:6][CH2:5][CH2:4][CH2:3][CH2:2]1.[F:19][C:20]1[CH:28]=[C:27]2[C:23]([C:24](=[CH:30]O)[C:25](=[O:29])[NH:26]2)=[CH:22][CH:21]=1. No catalyst specified. The product is [F:19][C:20]1[CH:28]=[C:27]2[C:23]([C:24](=[CH:30][NH:18][C:15]3[CH:14]=[CH:13][C:12]([O:11][CH2:10][CH2:9][CH2:8][CH2:7][N:1]4[CH2:2][CH2:3][CH2:4][CH2:5][CH2:6]4)=[CH:17][CH:16]=3)[C:25](=[O:29])[NH:26]2)=[CH:22][CH:21]=1. The yield is 0.730.